Dataset: Full USPTO retrosynthesis dataset with 1.9M reactions from patents (1976-2016). Task: Predict the reactants needed to synthesize the given product. Given the product [OH:8][CH2:9][CH:10]([C:21]1[N:30]([C:31]2[CH:32]=[CH:33][CH:34]=[CH:35][CH:36]=2)[C:29](=[O:37])[C:28]2[C:23](=[CH:24][CH:25]=[CH:26][C:27]=2[CH3:38])[N:22]=1)[NH:11][C:12]1[N:20]=[CH:19][N:18]=[C:17]2[C:13]=1[N:14]=[CH:15][NH:16]2, predict the reactants needed to synthesize it. The reactants are: C([O:8][CH2:9][CH:10]([C:21]1[N:30]([C:31]2[CH:36]=[CH:35][CH:34]=[CH:33][CH:32]=2)[C:29](=[O:37])[C:28]2[C:23](=[CH:24][CH:25]=[CH:26][C:27]=2[CH3:38])[N:22]=1)[NH:11][C:12]1[N:20]=[CH:19][N:18]=[C:17]2[C:13]=1[N:14]=[CH:15][NH:16]2)C1C=CC=CC=1.C([O-])([O-])=O.[Na+].[Na+].